Dataset: Peptide-MHC class II binding affinity with 134,281 pairs from IEDB. Task: Regression. Given a peptide amino acid sequence and an MHC pseudo amino acid sequence, predict their binding affinity value. This is MHC class II binding data. (1) The peptide sequence is VDFGNSYIAEMETES. The MHC is HLA-DQA10201-DQB10303 with pseudo-sequence HLA-DQA10201-DQB10303. The binding affinity (normalized) is 0.419. (2) The peptide sequence is EKIWEELSVLEVFEGRED. The MHC is DRB1_0401 with pseudo-sequence DRB1_0401. The binding affinity (normalized) is 0. (3) The MHC is HLA-DQA10103-DQB10603 with pseudo-sequence HLA-DQA10103-DQB10603. The binding affinity (normalized) is 0.230. The peptide sequence is WLWYIKIFIMIVGGLIG. (4) The binding affinity (normalized) is 0.0476. The MHC is DRB5_0101 with pseudo-sequence DRB5_0101. The peptide sequence is TFAATTNPWASLPG. (5) The MHC is HLA-DPA10201-DPB11401 with pseudo-sequence HLA-DPA10201-DPB11401. The binding affinity (normalized) is 0.616. The peptide sequence is EYKYFAATQFEPLAA. (6) The peptide sequence is ETADELAALLAAVQA. The MHC is HLA-DQA10501-DQB10201 with pseudo-sequence HLA-DQA10501-DQB10201. The binding affinity (normalized) is 0.293. (7) The peptide sequence is APSVVPNTTLGMHCG. The MHC is DRB1_0701 with pseudo-sequence DRB1_0701. The binding affinity (normalized) is 0.202. (8) The peptide sequence is AILPEYGTLGLECSP. The MHC is DRB1_1501 with pseudo-sequence DRB1_1501. The binding affinity (normalized) is 0.239. (9) The MHC is DRB1_0802 with pseudo-sequence DRB1_0802. The binding affinity (normalized) is 0. The peptide sequence is QKQLLTNHLINTPKI. (10) The peptide sequence is KVERQWIPSVCFSTL. The MHC is HLA-DQA10303-DQB10402 with pseudo-sequence HLA-DQA10303-DQB10402. The binding affinity (normalized) is 0.454.